Dataset: Full USPTO retrosynthesis dataset with 1.9M reactions from patents (1976-2016). Task: Predict the reactants needed to synthesize the given product. (1) Given the product [NH2:1][C:2]1[NH:7][C:6](=[O:8])[C:5]([S:28][C:23]2[CH:24]=[CH:25][C:26]([Cl:27])=[C:21]([Cl:20])[CH:22]=2)=[C:4]([C:10]([F:13])([F:12])[F:11])[N:3]=1, predict the reactants needed to synthesize it. The reactants are: [NH2:1][C:2]1[NH:7][C:6](=[O:8])[C:5](Br)=[C:4]([C:10]([F:13])([F:12])[F:11])[N:3]=1.C(=O)([O-])[O-].[Cs+].[Cs+].[Cl:20][C:21]1[CH:22]=[C:23]([SH:28])[CH:24]=[CH:25][C:26]=1[Cl:27]. (2) The reactants are: Br[C:2]1[C:3]([O:21][CH3:22])=[C:4]([N:10]2[C:18]3[C:13](=[CH:14][CH:15]=[CH:16][CH:17]=3)[C:12]([Cl:19])=[C:11]2[Cl:20])[C:5](=[O:9])[N:6]([CH3:8])[N:7]=1.[C:23](=O)([O-])[O-:24].[Cs+].[Cs+]. Given the product [Cl:20][C:11]1[N:10]([C:4]2[C:5](=[O:9])[N:6]([CH3:8])[N:7]=[C:2]([O:24][CH3:23])[C:3]=2[O:21][CH3:22])[C:18]2[C:13]([C:12]=1[Cl:19])=[CH:14][CH:15]=[CH:16][CH:17]=2, predict the reactants needed to synthesize it.